Predict the product of the given reaction. From a dataset of Forward reaction prediction with 1.9M reactions from USPTO patents (1976-2016). (1) The product is: [C:1]([O:5][C:6]([N:8]1[CH2:13][CH2:12][CH:11]([C:14]2[CH:19]=[CH:18][C:17]([NH2:20])=[C:16]([C:25]3[CH2:26][CH2:27][S:22][CH2:23][CH:24]=3)[CH:15]=2)[CH2:10][CH2:9]1)=[O:7])([CH3:4])([CH3:3])[CH3:2]. Given the reactants [C:1]([O:5][C:6]([N:8]1[CH2:13][CH2:12][CH:11]([C:14]2[CH:19]=[CH:18][C:17]([NH2:20])=[C:16](Br)[CH:15]=2)[CH2:10][CH2:9]1)=[O:7])([CH3:4])([CH3:3])[CH3:2].[S:22]1[CH2:27][CH:26]=[C:25](B2OCC(C)(C)CO2)[CH2:24][CH2:23]1.C([O-])([O-])=O.[Na+].[Na+].CCOC(C)=O, predict the reaction product. (2) Given the reactants [CH2:1]([O:8][C:9]([C:11]1[C:19]2[C:14](=[CH:15][CH:16]=[C:17]([CH2:20][CH2:21][NH:22][CH3:23])[CH:18]=2)[NH:13][C:12]=1[CH3:24])=[O:10])[C:2]1[CH:7]=[CH:6][CH:5]=[CH:4][CH:3]=1.[O:25]1[CH2:30][CH2:29][C:28](=O)[CH2:27][CH2:26]1.C(O[BH-](OC(=O)C)OC(=O)C)(=O)C.[Na+].C(O)(=O)C, predict the reaction product. The product is: [CH2:1]([O:8][C:9]([C:11]1[C:19]2[C:14](=[CH:15][CH:16]=[C:17]([CH2:20][CH2:21][N:22]([CH3:23])[CH:28]3[CH2:29][CH2:30][O:25][CH2:26][CH2:27]3)[CH:18]=2)[NH:13][C:12]=1[CH3:24])=[O:10])[C:2]1[CH:3]=[CH:4][CH:5]=[CH:6][CH:7]=1. (3) Given the reactants [Br:1][C:2]1[CH:7]=[CH:6][C:5]([CH2:8][CH2:9][CH2:10][C:11]([O:13][CH3:14])=[O:12])=[CH:4][CH:3]=1.I[CH2:16][CH2:17][CH2:18][C:19]1[CH:24]=[CH:23][CH:22]=[CH:21][CH:20]=1, predict the reaction product. The product is: [Br:1][C:2]1[CH:3]=[CH:4][C:5]([CH2:8][CH2:9][CH:10]([CH2:16][CH2:17][CH2:18][C:19]2[CH:24]=[CH:23][CH:22]=[CH:21][CH:20]=2)[C:11]([O:13][CH3:14])=[O:12])=[CH:6][CH:7]=1. (4) Given the reactants Cl[C:2]1[N:3]=[C:4]([N:13]2[CH2:18][CH2:17][N:16]([C:19](=[O:27])[CH2:20][C:21]3[CH:26]=[CH:25][CH:24]=[CH:23][CH:22]=3)[CH2:15][CH2:14]2)[C:5]2[CH:10]=[C:9]([CH2:11][CH3:12])[S:8][C:6]=2[N:7]=1.[CH:28]1[CH:37]=[C:36]2[C:31]([CH:32]=[C:33]([NH:38][C:39]([CH2:41][SH:42])=[O:40])[CH:34]=[CH:35]2)=[CH:30][CH:29]=1, predict the reaction product. The product is: [CH2:11]([C:9]1[S:8][C:6]2[N:7]=[C:2]([S:42][CH2:41][C:39]([NH:38][C:33]3[CH:34]=[CH:35][C:36]4[C:31](=[CH:30][CH:29]=[CH:28][CH:37]=4)[CH:32]=3)=[O:40])[N:3]=[C:4]([N:13]3[CH2:18][CH2:17][N:16]([C:19](=[O:27])[CH2:20][C:21]4[CH:26]=[CH:25][CH:24]=[CH:23][CH:22]=4)[CH2:15][CH2:14]3)[C:5]=2[CH:10]=1)[CH3:12]. (5) Given the reactants Br[C:2]1[CH:7]=[CH:6][C:5]([C:8]2[N:13]=[C:12]3[N:14]([CH2:27][O:28][CH2:29][CH2:30][Si:31]([CH3:34])([CH3:33])[CH3:32])[C:15]([O:17][C@H:18]4[C@H:22]5[O:23][CH2:24][C@@H:25]([OH:26])[C@H:21]5[O:20][CH2:19]4)=[N:16][C:11]3=[CH:10][C:9]=2[Cl:35])=[CH:4][CH:3]=1.[NH:36]1[CH2:41][CH2:40][CH:39]([NH:42][C:43](=[O:51])[O:44][CH:45]2[CH2:50][CH2:49][O:48][CH2:47][CH2:46]2)[CH2:38][CH2:37]1, predict the reaction product. The product is: [Cl:35][C:9]1[CH:10]=[C:11]2[N:16]=[C:15]([O:17][C@@H:18]3[CH2:19][O:20][C@@H:21]4[C@H:25]([OH:26])[CH2:24][O:23][C@H:22]34)[N:14]([CH2:27][O:28][CH2:29][CH2:30][Si:31]([CH3:34])([CH3:33])[CH3:32])[C:12]2=[N:13][C:8]=1[C:5]1[CH:6]=[CH:7][C:2]([N:36]2[CH2:41][CH2:40][CH:39]([NH:42][C:43](=[O:51])[O:44][CH:45]3[CH2:50][CH2:49][O:48][CH2:47][CH2:46]3)[CH2:38][CH2:37]2)=[CH:3][CH:4]=1.